This data is from NCI-60 drug combinations with 297,098 pairs across 59 cell lines. The task is: Regression. Given two drug SMILES strings and cell line genomic features, predict the synergy score measuring deviation from expected non-interaction effect. (1) Drug 1: CC1=CC=C(C=C1)C2=CC(=NN2C3=CC=C(C=C3)S(=O)(=O)N)C(F)(F)F. Drug 2: C(CCl)NC(=O)N(CCCl)N=O. Cell line: U251. Synergy scores: CSS=13.6, Synergy_ZIP=0.160, Synergy_Bliss=0.810, Synergy_Loewe=-11.1, Synergy_HSA=-4.70. (2) Drug 1: CCC1(CC2CC(C3=C(CCN(C2)C1)C4=CC=CC=C4N3)(C5=C(C=C6C(=C5)C78CCN9C7C(C=CC9)(C(C(C8N6C=O)(C(=O)OC)O)OC(=O)C)CC)OC)C(=O)OC)O.OS(=O)(=O)O. Drug 2: C1CN1C2=NC(=NC(=N2)N3CC3)N4CC4. Cell line: NCI-H522. Synergy scores: CSS=27.2, Synergy_ZIP=-5.53, Synergy_Bliss=0.677, Synergy_Loewe=-1.64, Synergy_HSA=-1.29. (3) Drug 1: C1=CC(=CC=C1C#N)C(C2=CC=C(C=C2)C#N)N3C=NC=N3. Drug 2: CC1CCCC2(C(O2)CC(NC(=O)CC(C(C(=O)C(C1O)C)(C)C)O)C(=CC3=CSC(=N3)C)C)C. Cell line: MDA-MB-231. Synergy scores: CSS=31.6, Synergy_ZIP=2.32, Synergy_Bliss=3.00, Synergy_Loewe=-16.3, Synergy_HSA=-0.318. (4) Drug 1: C1CN1P(=S)(N2CC2)N3CC3. Drug 2: C(CCl)NC(=O)N(CCCl)N=O. Synergy scores: CSS=33.4, Synergy_ZIP=-8.69, Synergy_Bliss=-1.63, Synergy_Loewe=-4.60, Synergy_HSA=-1.87. Cell line: SF-295. (5) Drug 1: CN1C2=C(C=C(C=C2)N(CCCl)CCCl)N=C1CCCC(=O)O.Cl. Drug 2: CS(=O)(=O)OCCCCOS(=O)(=O)C. Cell line: MDA-MB-435. Synergy scores: CSS=-0.119, Synergy_ZIP=0.224, Synergy_Bliss=0.865, Synergy_Loewe=-1.90, Synergy_HSA=-0.519.